This data is from Full USPTO retrosynthesis dataset with 1.9M reactions from patents (1976-2016). The task is: Predict the reactants needed to synthesize the given product. (1) Given the product [F:37][C:35]1[CH:34]=[C:33]([C@@H:38]2[CH2:43][CH2:42][C:41]([CH3:45])([CH3:44])[CH2:40][N:39]2[C:27]([C:23]2[N:24]=[CH:25][N:26]=[C:21]([NH:20][C:16]3[CH:17]=[C:18]4[C:13](=[CH:14][CH:15]=3)[CH2:12][C:4]3([C:5]5[C:6](=[N:7][CH:8]=[CH:9][CH:10]=5)[NH:11][C:3]3=[O:2])[CH2:19]4)[CH:22]=2)=[O:28])[CH:32]=[C:31]([F:30])[CH:36]=1, predict the reactants needed to synthesize it. The reactants are: Cl.[O:2]=[C:3]1[NH:11][C:6]2=[N:7][CH:8]=[CH:9][CH:10]=[C:5]2[C:4]21[CH2:19][C:18]1[C:13](=[CH:14][CH:15]=[C:16]([NH:20][C:21]3[N:26]=[CH:25][N:24]=[C:23]([C:27](O)=[O:28])[CH:22]=3)[CH:17]=1)[CH2:12]2.[F:30][C:31]1[CH:32]=[C:33]([C@@H:38]2[CH2:43][CH2:42][C:41]([CH3:45])([CH3:44])[CH2:40][NH:39]2)[CH:34]=[C:35]([F:37])[CH:36]=1.CCN(C(C)C)C(C)C.CN(C(ON1N=NC2C=CC=NC1=2)=[N+](C)C)C.F[P-](F)(F)(F)(F)F. (2) Given the product [CH3:17][CH2:16][CH2:15][CH2:14][CH2:13][CH2:12][CH2:11][CH2:10]/[CH:9]=[CH:8]\[CH2:7][CH2:6][CH2:5][CH2:4][CH2:3][CH2:2][CH2:1][C:1](=[O:20])[CH2:2][CH2:3][CH2:4][CH2:5][CH2:6][CH2:7][CH2:8]/[CH:9]=[CH:10]\[CH2:11][CH2:12][CH2:13][CH2:14][CH2:15][CH2:16][CH2:17][CH3:18], predict the reactants needed to synthesize it. The reactants are: [C:1]([O:20]C)(=O)[CH2:2][CH2:3][CH2:4][CH2:5][CH2:6][CH2:7][CH2:8]/[CH:9]=[CH:10]\[CH2:11][CH2:12][CH2:13][CH2:14][CH2:15][CH2:16][CH2:17][CH3:18].[H-].[Na+].[OH-].[Na+]. (3) The reactants are: [Br:1][C:2]1[CH:7]=[CH:6][C:5]([C:8]2([CH2:18][OH:19])[CH2:17][CH2:16][C:11]3(OCC[O:12]3)[CH2:10][CH2:9]2)=[CH:4][CH:3]=1.CC(C)=O.C1(C)C=CC(S(O)(=O)=O)=CC=1. Given the product [Br:1][C:2]1[CH:3]=[CH:4][C:5]([C:8]2([CH2:18][OH:19])[CH2:9][CH2:10][C:11](=[O:12])[CH2:16][CH2:17]2)=[CH:6][CH:7]=1, predict the reactants needed to synthesize it. (4) Given the product [Cl:16][C:17]1[CH:18]=[C:19]([NH:24][C:25]2[N:30]=[C:29]([N:31]3[CH:35]=[CH:34][C:33]([C:36]([F:39])([F:38])[F:37])=[N:32]3)[C:28]([C:40]3[CH:47]=[C:44](/[CH:45]=[CH:9]/[C:10]([O:12][CH3:13])=[O:11])[CH:43]=[N:42][CH:41]=3)=[CH:27][N:26]=2)[CH:20]=[CH:21][C:22]=1[F:23], predict the reactants needed to synthesize it. The reactants are: C(OP([CH2:9][C:10]([O:12][CH3:13])=[O:11])(OCC)=O)C.[H-].[Na+].[Cl:16][C:17]1[CH:18]=[C:19]([NH:24][C:25]2[N:30]=[C:29]([N:31]3[CH:35]=[CH:34][C:33]([C:36]([F:39])([F:38])[F:37])=[N:32]3)[C:28]([C:40]3[CH:41]=[N:42][CH:43]=[C:44]([CH:47]=3)[CH:45]=O)=[CH:27][N:26]=2)[CH:20]=[CH:21][C:22]=1[F:23].O. (5) Given the product [Cl:45][C:8]1[CH:7]=[N:16][C:15]2[C:10](=[CH:11][CH:12]=[C:13]([CH2:17][C:18]([O:20][CH2:21][CH3:22])=[O:19])[CH:14]=2)[N:9]=1, predict the reactants needed to synthesize it. The reactants are: O=P(Cl)(Cl)Cl.O=[C:7]1[NH:16][C:15]2[C:10](=[CH:11][CH:12]=[C:13]([CH2:17][C:18]([O:20][CH2:21][CH3:22])=[O:19])[CH:14]=2)[N:9]=[CH:8]1.O=C1C=NC2C(=CC=C(CC(OCC)=O)C=2)N1.CN(C=O)C.[Cl:45]C1C=NC2C(N=1)=CC(CC(OCC)=O)=CC=2. (6) Given the product [N:42]([C@H:15]1[C@@H:11]([O:10][C:9]([C:6]2[CH:5]=[CH:4][C:3]([O:2][CH3:1])=[CH:8][CH:7]=2)([C:34]2[CH:39]=[CH:38][C:37]([O:40][CH3:41])=[CH:36][CH:35]=2)[C:28]2[CH:29]=[CH:30][CH:31]=[CH:32][CH:33]=2)[CH2:12][N:13]([C:21]([O:23][C:24]([CH3:27])([CH3:26])[CH3:25])=[O:22])[CH2:14]1)=[N+:43]=[N-:44], predict the reactants needed to synthesize it. The reactants are: [CH3:1][O:2][C:3]1[CH:8]=[CH:7][C:6]([C:9]([C:34]2[CH:39]=[CH:38][C:37]([O:40][CH3:41])=[CH:36][CH:35]=2)([C:28]2[CH:33]=[CH:32][CH:31]=[CH:30][CH:29]=2)[O:10][C@@H:11]2[C@@H:15](OS(C)(=O)=O)[CH2:14][N:13]([C:21]([O:23][C:24]([CH3:27])([CH3:26])[CH3:25])=[O:22])[CH2:12]2)=[CH:5][CH:4]=1.[N-:42]=[N+:43]=[N-:44].[Na+].O.